Dataset: Forward reaction prediction with 1.9M reactions from USPTO patents (1976-2016). Task: Predict the product of the given reaction. (1) Given the reactants [NH2:1][CH2:2][C@H:3]1[O:8][CH2:7][CH2:6][N:5]([CH2:9][CH:10]([C:12]2[C:21]3[C:16](=[CH:17][CH:18]=[C:19]([O:22][CH3:23])[N:20]=3)[N:15]=[CH:14][C:13]=2[F:24])[OH:11])[CH2:4]1.O=[C:26]1[CH2:31][S:30][C:29]2[CH:32]=[CH:33][C:34]([CH:36]=O)=[N:35][C:28]=2[NH:27]1, predict the reaction product. The product is: [F:24][C:13]1[CH:14]=[N:15][C:16]2[C:21]([C:12]=1[CH:10]([OH:11])[CH2:9][N:5]1[CH2:6][CH2:7][O:8][C@H:3]([CH2:2][NH:1][CH2:36][C:34]3[CH:33]=[CH:32][C:29]4[S:30][CH2:31][CH:26]=[N:27][C:28]=4[N:35]=3)[CH2:4]1)=[N:20][C:19]([O:22][CH3:23])=[CH:18][CH:17]=2. (2) The product is: [CH3:21][C:22]1[C:26]([CH2:27][C:28](=[O:40])[N:29]2[CH2:33][CH2:32][CH2:31][C@H:30]2[CH2:34][N:35]2[CH2:39][CH2:38][CH2:37][CH2:36]2)=[C:25]([CH3:41])[NH:24][C:23]=1/[CH:42]=[C:14]1\[C:15](=[O:20])[NH:16][C:17]2[C:13]\1=[CH:12][C:11]([S:8]([CH2:7][C:1]1[CH:2]=[CH:3][CH:4]=[CH:5][CH:6]=1)(=[O:10])=[O:9])=[CH:19][CH:18]=2. Given the reactants [C:1]1([CH2:7][S:8]([C:11]2[CH:12]=[C:13]3[C:17](=[CH:18][CH:19]=2)[NH:16][C:15](=[O:20])[CH2:14]3)(=[O:10])=[O:9])[CH:6]=[CH:5][CH:4]=[CH:3][CH:2]=1.[CH3:21][C:22]1[C:26]([CH2:27][C:28](=[O:40])[N:29]2[CH2:33][CH2:32][CH2:31][C@H:30]2[CH2:34][N:35]2[CH2:39][CH2:38][CH2:37][CH2:36]2)=[C:25]([CH3:41])[NH:24][C:23]=1[CH:42]=O.N1CCCCC1, predict the reaction product.